This data is from Forward reaction prediction with 1.9M reactions from USPTO patents (1976-2016). The task is: Predict the product of the given reaction. (1) The product is: [NH4+:2].[OH-:17].[CH3:1][N:2]1[C:10]2[C:5](=[CH:6][CH:7]=[CH:8][CH:9]=2)[CH:4]=[C:3]1[C:11]1[CH:12]=[N:13][CH:14]=[C:15]([CH:19]=1)[C:16]([NH2:26])=[O:17]. Given the reactants [CH3:1][N:2]1[C:10]2[C:5](=[CH:6][CH:7]=[CH:8][CH:9]=2)[CH:4]=[C:3]1[C:11]1[CH:12]=[N:13][CH:14]=[C:15]([CH:19]=1)[C:16](O)=[O:17].C1C=CC2N(O)N=[N:26]C=2C=1.CCN=C=NCCCN(C)C.Cl.CCN(C(C)C)C(C)C.[Cl-].[NH4+], predict the reaction product. (2) Given the reactants [CH3:1][CH:2]1[CH2:7][CH2:6][CH2:5][CH:4]([CH2:8][CH2:9][CH2:10][OH:11])[CH2:3]1.[Br-].[K+].Cl[O-].[Na+], predict the reaction product. The product is: [CH3:1][CH:2]1[CH2:7][CH2:6][CH2:5][CH:4]([CH2:8][CH2:9][CH:10]=[O:11])[CH2:3]1. (3) Given the reactants [C:1]1([NH:7][C:8]2[C:9]3[CH2:17][CH2:16][NH:15][CH2:14][C:10]=3[N:11]=[CH:12][N:13]=2)[CH:6]=[CH:5][CH:4]=[CH:3][CH:2]=1.Cl[C:19]1[C:24]([Cl:25])=[CH:23][CH:22]=[CH:21][N:20]=1.C(N(CC)C(C)C)(C)C, predict the reaction product. The product is: [Cl:25][C:24]1[C:19]([N:15]2[CH2:16][CH2:17][C:9]3[C:8]([NH:7][C:1]4[CH:2]=[CH:3][CH:4]=[CH:5][CH:6]=4)=[N:13][CH:12]=[N:11][C:10]=3[CH2:14]2)=[N:20][CH:21]=[CH:22][CH:23]=1.